Dataset: Full USPTO retrosynthesis dataset with 1.9M reactions from patents (1976-2016). Task: Predict the reactants needed to synthesize the given product. (1) Given the product [CH3:15][O:11][C:9]1[CH:8]=[CH:7][C:6]2[O:1][CH2:2][CH2:3][O:4][C:5]=2[CH:10]=1, predict the reactants needed to synthesize it. The reactants are: [O:1]1[C:6]2[CH:7]=[CH:8][C:9]([OH:11])=[CH:10][C:5]=2[O:4][CH2:3][CH2:2]1.[H-].[Na+].I[CH3:15]. (2) Given the product [Br:1][C:2]1[N:7]=[C:6]([C:8]([NH2:9])=[O:10])[C:5]([NH:11][C:12]2[CH:17]=[CH:16][C:15]([N:18]3[CH2:23][CH2:22][CH:21]([N:24]4[CH2:25][CH2:26][N:27]([CH3:30])[CH2:28][CH2:29]4)[CH2:20][CH2:19]3)=[CH:14][CH:13]=2)=[N:4][C:3]=1[NH:31][C@@H:32]1[CH2:36][CH2:35][NH:34][CH2:33]1, predict the reactants needed to synthesize it. The reactants are: [Br:1][C:2]1[C:3]([NH:31][C@@H:32]2[CH2:36][CH2:35][N:34](C(OC(C)(C)C)=O)[CH2:33]2)=[N:4][C:5]([NH:11][C:12]2[CH:17]=[CH:16][C:15]([N:18]3[CH2:23][CH2:22][CH:21]([N:24]4[CH2:29][CH2:28][N:27]([CH3:30])[CH2:26][CH2:25]4)[CH2:20][CH2:19]3)=[CH:14][CH:13]=2)=[C:6]([C:8](=[O:10])[NH2:9])[N:7]=1.Cl.C(=O)([O-])[O-].[K+].[K+]. (3) Given the product [OH:24][CH2:20][C@H:1]1[O:8][C:9](=[O:19])[N:10]([C:11]2[CH:12]=[CH:13][C:14]([O:17][CH3:18])=[CH:15][CH:16]=2)[CH2:2]1, predict the reactants needed to synthesize it. The reactants are: [CH2:1]([O:8][C:9](=[O:19])[NH:10][C:11]1[CH:16]=[CH:15][C:14]([O:17][CH3:18])=[CH:13][CH:12]=1)[C:2]1C=CC=CC=1.[C:20](OC[C@H]1OC1)(=[O:24])CCC. (4) Given the product [NH2:19][C:18]1[CH:17]=[CH:16][C:4]([O:5][C:6]2[CH:15]=[CH:14][CH:13]=[CH:12][C:7]=2[C:8]([O:10][CH3:11])=[O:9])=[CH:3][C:2]=1[CH3:1], predict the reactants needed to synthesize it. The reactants are: [CH3:1][C:2]1[CH:3]=[C:4]([CH:16]=[CH:17][C:18]=1[N+:19]([O-])=O)[O:5][C:6]1[CH:15]=[CH:14][CH:13]=[CH:12][C:7]=1[C:8]([O:10][CH3:11])=[O:9]. (5) Given the product [CH2:1]([C:3]1([C:9]([O:11][CH2:12][CH3:13])=[O:10])[CH2:7][CH2:6][CH2:5][CH:4]1[O:8][C:14](=[O:16])[CH3:15])[CH3:2], predict the reactants needed to synthesize it. The reactants are: [CH2:1]([C:3]1([C:9]([O:11][CH2:12][CH3:13])=[O:10])[CH2:7][CH2:6][CH2:5][CH:4]1[OH:8])[CH3:2].[C:14](OC(=O)C)(=[O:16])[CH3:15]. (6) Given the product [CH3:35][N:19]([C@H:20]1[CH2:24][CH2:23][NH:22][CH2:21]1)[C:17]1[C:16]2[C:11](=[CH:12][CH:13]=[CH:14][CH:15]=2)[N:10]=[C:9]([C:4]2[CH:5]=[CH:6][CH:7]=[CH:8][C:3]=2[OH:2])[N:18]=1, predict the reactants needed to synthesize it. The reactants are: C[O:2][C:3]1[CH:8]=[CH:7][CH:6]=[CH:5][C:4]=1[C:9]1[N:18]=[C:17]([NH:19][C@H:20]2[CH2:24][CH2:23][N:22](C(OC(C)(C)C)=O)[CH2:21]2)[C:16]2[C:11](=[CH:12][CH:13]=[CH:14][CH:15]=2)[N:10]=1.[H-].[Na+].I[CH3:35].O. (7) Given the product [CH3:49][O:48][C:46]1[C:45]2[C:40](=[C:41]([O:50][CH3:51])[CH:42]=[CH:43][CH:44]=2)[N:39]=[C:38]([C:36]([N:33]2[CH2:32][CH2:31][C:30]3([CH2:29][C:28](=[O:56])[C:27]4[C:53](=[CH:54][CH:55]=[C:25]([B:9]5[O:10][C:11]([CH3:16])([CH3:17])[C:12]([CH3:14])([CH3:15])[O:13]5)[CH:26]=4)[O:52]3)[CH2:35][CH2:34]2)=[O:37])[CH:47]=1, predict the reactants needed to synthesize it. The reactants are: [CH3:16][C:11]1([CH3:17])[C:12]([CH3:15])([CH3:14])[O:13][B:9]([B:9]2[O:13][C:12]([CH3:15])([CH3:14])[C:11]([CH3:17])([CH3:16])[O:10]2)[O:10]1.CC([O-])=O.[K+].Br[C:25]1[CH:26]=[C:27]2[C:53](=[CH:54][CH:55]=1)[O:52][C:30]1([CH2:35][CH2:34][N:33]([C:36]([C:38]3[CH:47]=[C:46]([O:48][CH3:49])[C:45]4[C:40](=[C:41]([O:50][CH3:51])[CH:42]=[CH:43][CH:44]=4)[N:39]=3)=[O:37])[CH2:32][CH2:31]1)[CH2:29][C:28]2=[O:56].